Dataset: Forward reaction prediction with 1.9M reactions from USPTO patents (1976-2016). Task: Predict the product of the given reaction. (1) Given the reactants Cl[C:2]1[N:3]=[N+:4]([O-:12])[C:5]2[CH:11]=[CH:10][CH:9]=[CH:8][C:6]=2[N:7]=1.[NH2:13][CH2:14][CH2:15][O:16][CH2:17][CH2:18][OH:19].CCN(CC)CC, predict the reaction product. The product is: [OH:19][CH2:18][CH2:17][O:16][CH2:15][CH2:14][NH:13][C:2]1[N:3]=[N+:4]([O-:12])[C:5]2[CH:11]=[CH:10][CH:9]=[CH:8][C:6]=2[N:7]=1. (2) Given the reactants Cl[C:2]1[C:11]2[C:6](=[CH:7][CH:8]=[CH:9][CH:10]=2)[C:5](=[O:12])[NH:4][N:3]=1.[CH3:13][C:14]1[CH:19]=[CH:18][C:17]([S:20]([O-])=O)=[CH:16][CH:15]=1.[Na+].C(O)CO, predict the reaction product. The product is: [CH3:13][C:14]1[CH:19]=[CH:18][C:17]([S:20][C:2]2[C:11]3[C:6](=[CH:7][CH:8]=[CH:9][CH:10]=3)[C:5](=[O:12])[NH:4][N:3]=2)=[CH:16][CH:15]=1.